From a dataset of CYP3A4 inhibition data for predicting drug metabolism from PubChem BioAssay. Regression/Classification. Given a drug SMILES string, predict its absorption, distribution, metabolism, or excretion properties. Task type varies by dataset: regression for continuous measurements (e.g., permeability, clearance, half-life) or binary classification for categorical outcomes (e.g., BBB penetration, CYP inhibition). Dataset: cyp3a4_veith. (1) The molecule is COc1ccc(Oc2ncc3ncc(=O)n(CCc4ccccc4)c3n2)cc1. The result is 1 (inhibitor). (2) The molecule is O=c1ccc(/C=C/c2ccccc2)n[nH]1. The result is 0 (non-inhibitor). (3) The drug is CCOC(=O)[C@]1(CC(=O)O)CCCC1=O. The result is 0 (non-inhibitor). (4) The drug is O=C(N/N=C(\c1ccccc1)c1cccnc1)C(O)(c1ccccc1)c1ccccc1. The result is 1 (inhibitor). (5) The molecule is S=C(NCc1ccccn1)Nc1cccc(Cl)c1. The result is 1 (inhibitor). (6) The molecule is Cc1cccc(NC(=O)CSc2nc3nc(C)cc(C)c3c(=O)[nH]2)c1. The result is 1 (inhibitor).